The task is: Regression. Given a peptide amino acid sequence and an MHC pseudo amino acid sequence, predict their binding affinity value. This is MHC class I binding data.. This data is from Peptide-MHC class I binding affinity with 185,985 pairs from IEDB/IMGT. (1) The peptide sequence is AQKLATKPV. The MHC is HLA-B57:01 with pseudo-sequence HLA-B57:01. The binding affinity (normalized) is 0.0847. (2) The peptide sequence is GPCYGQMPR. The MHC is HLA-A68:01 with pseudo-sequence HLA-A68:01. The binding affinity (normalized) is 0.454. (3) The peptide sequence is RPLMESELVI. The MHC is HLA-B07:02 with pseudo-sequence HLA-B07:02. The binding affinity (normalized) is 0.399. (4) The peptide sequence is FSILYSVL. The MHC is H-2-Db with pseudo-sequence H-2-Db. The binding affinity (normalized) is 0.259. (5) The peptide sequence is IYQEPFKNLK. The MHC is HLA-B40:02 with pseudo-sequence HLA-B40:02. The binding affinity (normalized) is 0.